Dataset: Catalyst prediction with 721,799 reactions and 888 catalyst types from USPTO. Task: Predict which catalyst facilitates the given reaction. (1) Reactant: [N+:1]([C:4]1[CH:5]=[CH:6][C:7]([CH:10]([C:18]([O:20][CH3:21])=[O:19])[C:11]([O:13][C:14]([CH3:17])([CH3:16])[CH3:15])=[O:12])=[N:8][CH:9]=1)([O-:3])=[O:2].[C:22](=O)([O-])[O-].[Cs+].[Cs+].CI.O. Product: [CH3:22][C:10]([C:7]1[CH:6]=[CH:5][C:4]([N+:1]([O-:3])=[O:2])=[CH:9][N:8]=1)([C:18]([O:20][CH3:21])=[O:19])[C:11]([O:13][C:14]([CH3:16])([CH3:17])[CH3:15])=[O:12]. The catalyst class is: 3. (2) Reactant: [Si]([O:8][CH:9]1[CH:14]([NH:15][C:16]([C:18]2[NH:19][C:20]([CH3:25])=[C:21]([Cl:24])[C:22]=2[Cl:23])=[O:17])[CH2:13][CH2:12][N:11](C(OCC)=O)[CH2:10]1)(C(C)(C)C)(C)C.[OH-].[Na+].Cl. Product: [Cl:23][C:22]1[C:21]([Cl:24])=[C:20]([CH3:25])[NH:19][C:18]=1[C:16]([NH:15][CH:14]1[CH2:13][CH2:12][NH:11][CH2:10][CH:9]1[OH:8])=[O:17]. The catalyst class is: 71. (3) Reactant: [CH:1]1([N:7]2[C:11]3=[N:12][CH:13]=[C:14]([C:16]4[N:20](CCC#N)[N:19]=[N:18][N:17]=4)[CH:15]=[C:10]3[N:9]=[C:8]2[C:25]2[CH:30]=[CH:29][C:28]([OH:31])=[CH:27][CH:26]=2)[CH2:6][CH2:5][CH2:4][CH2:3][CH2:2]1.Br[CH2:33][C:34]1[CH:39]=[C:38]([C:40]([NH:42][CH3:43])=[O:41])[CH:37]=[CH:36][C:35]=1[C:44]1[CH:49]=[CH:48][C:47]([C:50]#[N:51])=[CH:46][CH:45]=1.C(=O)([O-])[O-].[Cs+].[Cs+].C(OCC)(=O)C. Product: [CH3:43][NH:42][C:40]([C:38]1[CH:37]=[CH:36][C:35]([C:44]2[CH:49]=[CH:48][C:47]([C:50]#[N:51])=[CH:46][CH:45]=2)=[C:34]([CH2:33][O:31][C:28]2[CH:29]=[CH:30][C:25]([C:8]3[N:7]([CH:1]4[CH2:2][CH2:3][CH2:4][CH2:5][CH2:6]4)[C:11]4=[N:12][CH:13]=[C:14]([C:16]5[NH:17][N:18]=[N:19][N:20]=5)[CH:15]=[C:10]4[N:9]=3)=[CH:26][CH:27]=2)[CH:39]=1)=[O:41]. The catalyst class is: 9. (4) Reactant: Cl.[NH2:2][C@@H:3]1[CH2:12][C:11]2[C:6](=[CH:7][CH:8]=[CH:9][CH:10]=2)[NH:5][C:4]1=[O:13].[H-].[Na+].Br[CH2:17][C:18]([O:20][CH3:21])=[O:19].Cl. Product: [CH3:21][O:20][C:18](=[O:19])[CH2:17][N:5]1[C:6]2[C:11](=[CH:10][CH:9]=[CH:8][CH:7]=2)[CH2:12][C@@H:3]([NH2:2])[C:4]1=[O:13]. The catalyst class is: 3. (5) Reactant: [C:1]1([N:7]2[CH2:12][CH2:11][O:10][CH2:9][CH2:8]2)[CH:6]=[CH:5][CH:4]=[CH:3][CH:2]=1.[Br:13]Br.O.[OH-].[Na+]. Product: [Br:13][C:4]1[CH:5]=[CH:6][C:1]([N:7]2[CH2:12][CH2:11][O:10][CH2:9][CH2:8]2)=[CH:2][CH:3]=1. The catalyst class is: 8. (6) Reactant: [CH3:1][O:2][C:3]1[C:8]2[C:9]([C:12]3[CH:13]=[C:14]([C:17]([NH2:19])=[O:18])[S:15][CH:16]=3)=[N:10][NH:11][C:7]=2[CH:6]=[CH:5][N:4]=1.[H-].[Na+].CC1C=CC(S(O[CH:33]2[CH2:42][CH2:41][C:36]3([O:40][CH2:39][CH2:38][O:37]3)[CH2:35][CH2:34]2)(=O)=O)=CC=1. Product: [O:37]1[C:36]2([CH2:41][CH2:42][CH:33]([N:11]3[C:7]4[CH:6]=[CH:5][N:4]=[C:3]([O:2][CH3:1])[C:8]=4[C:9]([C:12]4[CH:13]=[C:14]([C:17]([NH2:19])=[O:18])[S:15][CH:16]=4)=[N:10]3)[CH2:34][CH2:35]2)[O:40][CH2:39][CH2:38]1. The catalyst class is: 3. (7) Reactant: [H-].[Na+].[CH2:3]1[C:7]2=[CH:8][C:9]3[CH:10]=[C:11]([OH:15])[CH:12]=[CH:13][C:14]=3[N:6]2[CH2:5][CH2:4]1.C(=O)([O-])[O-].[K+].[K+].[I-].[K+].[CH:24]1(Br)[CH2:26][CH2:25]1. Product: [CH:24]1([O:15][C:11]2[CH:12]=[CH:13][C:14]3[N:6]4[CH2:5][CH2:4][CH2:3][C:7]4=[CH:8][C:9]=3[CH:10]=2)[CH2:26][CH2:25]1. The catalyst class is: 58.